From a dataset of Forward reaction prediction with 1.9M reactions from USPTO patents (1976-2016). Predict the product of the given reaction. Given the reactants [OH-].[Na+].[C:3]([C:5]1[CH:10]=[CH:9][C:8]([N:11]([CH2:17][C:18]2[CH:19]=[CH:20][C:21]([F:33])=[C:22]([O:24]C(=O)C3C=CC=CC=3)[CH:23]=2)[N:12]2[CH:16]=[N:15][N:14]=[CH:13]2)=[CH:7][CH:6]=1)#[N:4], predict the reaction product. The product is: [F:33][C:21]1[CH:20]=[CH:19][C:18]([CH2:17][N:11]([N:12]2[CH:13]=[N:14][N:15]=[CH:16]2)[C:8]2[CH:7]=[CH:6][C:5]([C:3]#[N:4])=[CH:10][CH:9]=2)=[CH:23][C:22]=1[OH:24].